Dataset: Forward reaction prediction with 1.9M reactions from USPTO patents (1976-2016). Task: Predict the product of the given reaction. (1) Given the reactants [CH2:1]([O:8][C:9]1[C:14]([CH2:15]O)=[C:13]([CH3:17])[CH:12]=[C:11]([CH3:18])[N:10]=1)[C:2]1[CH:7]=[CH:6][CH:5]=[CH:4][CH:3]=1.O=S(Cl)[Cl:21].C([O-])(O)=O.[Na+], predict the reaction product. The product is: [CH2:1]([O:8][C:9]1[C:14]([CH2:15][Cl:21])=[C:13]([CH3:17])[CH:12]=[C:11]([CH3:18])[N:10]=1)[C:2]1[CH:7]=[CH:6][CH:5]=[CH:4][CH:3]=1. (2) Given the reactants [CH3:1][N:2]1[C:6]([CH3:7])=[C:5]([CH:8]=O)[CH:4]=[N:3]1.[C:10]([S:14]([NH2:16])=[O:15])([CH3:13])([CH3:12])[CH3:11], predict the reaction product. The product is: [CH3:1][N:2]1[C:6]([CH3:7])=[C:5](/[CH:8]=[N:16]/[S:14]([C:10]([CH3:13])([CH3:12])[CH3:11])=[O:15])[CH:4]=[N:3]1. (3) The product is: [Cl:1][C:2]1[CH:3]=[C:4]([NH:9][C:10](=[O:11])[NH:12][C:13]2[CH:14]=[C:15]3[C:19](=[CH:20][CH:21]=2)[N:18]([CH2:22][C:23]2[CH:28]=[CH:27][C:26]([Cl:29])=[C:25]([Cl:30])[CH:24]=2)[CH:17]=[C:16]3[CH:31]=[C:32]2[S:36][C:35](=[O:37])[NH:34][C:33]2=[O:38])[CH:5]=[CH:6][C:7]=1[Cl:8]. Given the reactants [Cl:1][C:2]1[CH:3]=[C:4]([N:9]=[C:10]=[O:11])[CH:5]=[CH:6][C:7]=1[Cl:8].[NH2:12][C:13]1[CH:14]=[C:15]2[C:19](=[CH:20][CH:21]=1)[N:18]([CH2:22][C:23]1[CH:28]=[CH:27][C:26]([Cl:29])=[C:25]([Cl:30])[CH:24]=1)[CH:17]=[C:16]2[CH:31]=[C:32]1[S:36][C:35](=[O:37])[NH:34][C:33]1=[O:38], predict the reaction product. (4) The product is: [Br:19][C:16]1[C:4]([C:3]([O:2][CH3:1])=[O:18])=[CH:5][C:6]([CH2:10][CH2:11][OH:12])=[CH:7][N:17]=1. Given the reactants [CH3:1][O:2][C:3](=[O:18])[C:4]([C:16]#[N:17])=[CH:5][C:6]([CH2:10][CH2:11][O:12]C(=O)C)=[CH:7]OC.[BrH:19].CC(O)=O, predict the reaction product. (5) Given the reactants C([O:8][CH2:9][C:10]([C:19]1[O:20][C:21]2[CH:27]=[CH:26][C:25]([CH2:28][C:29]([O:31][CH3:32])=[O:30])=[CH:24][C:22]=2[CH:23]=1)([C:12]1[C:13]([CH3:18])=[N:14][O:15][C:16]=1[CH3:17])O)C1C=CC=CC=1.C(OCC#N)(C)C, predict the reaction product. The product is: [CH3:18][C:13]1[C:12]([CH:10]([C:19]2[O:20][C:21]3[CH:27]=[CH:26][C:25]([CH2:28][C:29]([O:31][CH3:32])=[O:30])=[CH:24][C:22]=3[CH:23]=2)[CH2:9][OH:8])=[C:16]([CH3:17])[O:15][N:14]=1.